Dataset: Reaction yield outcomes from USPTO patents with 853,638 reactions. Task: Predict the reaction yield, written as a fraction of the theoretical maximum amount of product (1.0 means a 100% yield; for example, 0.34 means a 34% yield). (1) The reactants are [F:1][C:2]1[CH:10]=[CH:9][C:5]([C:6](O)=[O:7])=[CH:4][C:3]=1[N+:11]([O-:13])=[O:12].C(Cl)(=O)C([Cl:17])=O. The catalyst is C(Cl)Cl.CN(C=O)C. The product is [F:1][C:2]1[CH:10]=[CH:9][C:5]([C:6]([Cl:17])=[O:7])=[CH:4][C:3]=1[N+:11]([O-:13])=[O:12]. The yield is 0.900. (2) The reactants are [CH3:1][C:2]1[C:6]2[CH:7]=[CH:8][CH:9]=[CH:10][C:5]=2[O:4][C:3]=1[C:11]([OH:13])=O.Cl.[CH3:15][NH:16][O:17][CH3:18].O.ON1C2C=CC=CC=2N=N1.Cl.C(N=C=NCCCN(C)C)C.Cl. The catalyst is C(N(CC)CC)C.CN(C)C=O. The product is [CH3:18][O:17][N:16]([CH3:15])[C:11]([C:3]1[O:4][C:5]2[CH:10]=[CH:9][CH:8]=[CH:7][C:6]=2[C:2]=1[CH3:1])=[O:13]. The yield is 0.870. (3) The reactants are [C:1]1([C:7]2[CH:16]=[CH:15][CH:14]=[C:13]3[C:8]=2[C:9]([NH:31][CH2:32][C:33]2[CH:38]=[CH:37][CH:36]=[CH:35][N:34]=2)=[N:10][C:11]([C:17]2[CH:18]=[C:19]([S:23]([NH:26][P:27](=[O:30])([OH:29])[OH:28])(=[O:25])=[O:24])[CH:20]=[N:21][CH:22]=2)=[N:12]3)[CH:6]=[CH:5][CH:4]=[CH:3][CH:2]=1.[OH-].[Na+:40]. The catalyst is C(O)C.O. The product is [C:1]1([C:7]2[CH:16]=[CH:15][CH:14]=[C:13]3[C:8]=2[C:9]([NH:31][CH2:32][C:33]2[CH:38]=[CH:37][CH:36]=[CH:35][N:34]=2)=[N:10][C:11]([C:17]2[CH:18]=[C:19]([S:23]([NH:26][P:27](=[O:28])([O-:29])[O-:30])(=[O:24])=[O:25])[CH:20]=[N:21][CH:22]=2)=[N:12]3)[CH:2]=[CH:3][CH:4]=[CH:5][CH:6]=1.[Na+:40].[Na+:40]. The yield is 0.520. (4) The reactants are [F:1][C:2]1[CH:7]=[CH:6][C:5]([NH:8][C:9]([NH:11][C:12]([NH:14][CH2:15][C:16]2[CH:21]=[CH:20][C:19]([C:22]3[N:26]=[CH:25][N:24]([C:27]4[CH:32]=[CH:31][C:30]([O:33][C:34]([F:37])([F:36])[F:35])=[CH:29][CH:28]=4)[N:23]=3)=[CH:18][CH:17]=2)=[O:13])=[S:10])=[C:4]([CH:38]([CH3:40])[CH3:39])[CH:3]=1.[C:41]([O-])(=[O:43])[CH3:42].[Na+].BrCC(OC)=O.C(#N)C. The catalyst is [Cl-].[Na+].O.ClCCl. The product is [F:1][C:2]1[CH:7]=[CH:6][C:5]([N:8]2[C:41](=[O:43])[CH2:42][S:10]/[C:9]/2=[N:11]\[C:12]([NH:14][CH2:15][C:16]2[CH:21]=[CH:20][C:19]([C:22]3[N:26]=[CH:25][N:24]([C:27]4[CH:32]=[CH:31][C:30]([O:33][C:34]([F:37])([F:35])[F:36])=[CH:29][CH:28]=4)[N:23]=3)=[CH:18][CH:17]=2)=[O:13])=[C:4]([CH:38]([CH3:40])[CH3:39])[CH:3]=1. The yield is 0.580.